Predict the product of the given reaction. From a dataset of Forward reaction prediction with 1.9M reactions from USPTO patents (1976-2016). Given the reactants [N:1]([CH:4]1[CH2:9][CH2:8][N:7]([C:10]([O:12][CH2:13][CH3:14])=[O:11])[CH2:6][CH:5]1[O:15][CH2:16][C:17]([O:19][C:20]([CH3:23])([CH3:22])[CH3:21])=[O:18])=[N+]=[N-].O.C1C=CC(P(C2C=CC=CC=2)C2C=CC=CC=2)=CC=1, predict the reaction product. The product is: [NH2:1][CH:4]1[CH2:9][CH2:8][N:7]([C:10]([O:12][CH2:13][CH3:14])=[O:11])[CH2:6][CH:5]1[O:15][CH2:16][C:17]([O:19][C:20]([CH3:21])([CH3:23])[CH3:22])=[O:18].